From a dataset of Full USPTO retrosynthesis dataset with 1.9M reactions from patents (1976-2016). Predict the reactants needed to synthesize the given product. (1) Given the product [Cl:28][C:29]1[CH:36]=[CH:35][C:32]([CH2:33][NH:34][C:13]([C:10]2[S:11][CH:12]=[C:8]([C:5]3[CH:4]=[CH:3][C:2]([Cl:1])=[CH:7][CH:6]=3)[N:9]=2)=[O:15])=[CH:31][C:30]=1[C:37]([F:38])([F:39])[F:40], predict the reactants needed to synthesize it. The reactants are: [Cl:1][C:2]1[CH:7]=[CH:6][C:5]([C:8]2[N:9]=[C:10]([C:13]([OH:15])=O)[S:11][CH:12]=2)=[CH:4][CH:3]=1.C1N=CN(C(N2C=NC=C2)=O)C=1.[Cl:28][C:29]1[CH:36]=[CH:35][C:32]([CH2:33][NH2:34])=[CH:31][C:30]=1[C:37]([F:40])([F:39])[F:38]. (2) Given the product [CH3:1][N:2]1[CH:6]=[CH:5][N:4]=[C:3]1[CH:7]([C:14]1[CH:19]=[CH:18][CH:17]=[CH:16][CH:15]=1)[CH:8]1[CH2:9][CH2:10][NH:11][CH2:12][CH2:13]1, predict the reactants needed to synthesize it. The reactants are: [CH3:1][N:2]1[CH:6]=[CH:5][N:4]=[C:3]1[C:7]([C:14]1[CH:19]=[CH:18][CH:17]=[CH:16][CH:15]=1)=[C:8]1[CH2:13][CH2:12][NH:11][CH2:10][CH2:9]1.